Predict the reaction yield, written as a fraction of the theoretical maximum amount of product (1.0 means a 100% yield; for example, 0.34 means a 34% yield). From a dataset of Reaction yield outcomes from USPTO patents with 853,638 reactions. The reactants are Br[C:2]1[CH:7]=[CH:6][C:5]([O:8][CH2:9][CH2:10][O:11][CH3:12])=[C:4]([F:13])[CH:3]=1.II.C[O:17][B:18](OC)[O:19]C.Cl. The catalyst is C1COCC1. The product is [F:13][C:4]1[CH:3]=[C:2]([B:18]([OH:19])[OH:17])[CH:7]=[CH:6][C:5]=1[O:8][CH2:9][CH2:10][O:11][CH3:12]. The yield is 0.730.